Dataset: TCR-epitope binding with 47,182 pairs between 192 epitopes and 23,139 TCRs. Task: Binary Classification. Given a T-cell receptor sequence (or CDR3 region) and an epitope sequence, predict whether binding occurs between them. The epitope is HTTDPSFLGRY. The TCR CDR3 sequence is RASSLSPKTSGSTDTQYF. Result: 1 (the TCR binds to the epitope).